The task is: Predict the reactants needed to synthesize the given product.. This data is from Full USPTO retrosynthesis dataset with 1.9M reactions from patents (1976-2016). (1) Given the product [CH3:20][O:21][CH2:22][O:1][C:2]1[C:9]([O:10][CH2:24][O:27][CH3:28])=[CH:8][CH:7]=[CH:6][C:3]=1[CH:4]=[O:5], predict the reactants needed to synthesize it. The reactants are: [OH:1][C:2]1[C:9]([OH:10])=[CH:8][CH:7]=[CH:6][C:3]=1[CH:4]=[O:5].C(N(CC)C(C)C)(C)C.[CH3:20][O:21][CH2:22]Cl.[C:24]([O:27][CH2:28]C)(=O)C. (2) Given the product [F:25][C:17]1[CH:18]=[C:19]([N+:22]([O-:24])=[O:23])[CH:20]=[CH:21][C:16]=1[N:1]1[CH2:6][CH2:5][CH:4]([OH:7])[CH2:3][CH2:2]1, predict the reactants needed to synthesize it. The reactants are: [NH:1]1[CH2:6][CH2:5][CH:4]([OH:7])[CH2:3][CH2:2]1.CCN(CC)CC.F[C:16]1[CH:21]=[CH:20][C:19]([N+:22]([O-:24])=[O:23])=[CH:18][C:17]=1[F:25]. (3) The reactants are: [CH3:1][C:2]1[NH:3][C:4]2[C:9]([CH:10]=1)=[CH:8][CH:7]=[CH:6][N:5]=2.ClC1C=C(C=CC=1)C(OO)=[O:16].O.C(=O)([O-])[O-].[K+].[K+]. Given the product [CH3:1][C:2]1[NH:3][C:4]2=[N+:5]([O-:16])[CH:6]=[CH:7][CH:8]=[C:9]2[CH:10]=1, predict the reactants needed to synthesize it. (4) Given the product [Cl:1][C:2]1[CH:11]=[C:10]2[C:5]([C:6](=[O:18])[C:7]([C:13]([NH2:19])=[O:14])=[CH:8][N:9]2[CH3:12])=[CH:4][CH:3]=1, predict the reactants needed to synthesize it. The reactants are: [Cl:1][C:2]1[CH:11]=[C:10]2[C:5]([C:6](=[O:18])[C:7]([C:13](OCC)=[O:14])=[CH:8][N:9]2[CH3:12])=[CH:4][CH:3]=1.[NH3:19]. (5) Given the product [Br:1][C:2]1[S:6][C:5]2[CH2:7][CH2:8][CH2:9][C:10]3([C:14](=[O:15])[NH:13][C:12](=[S:26])[NH:11]3)[C:4]=2[CH:3]=1, predict the reactants needed to synthesize it. The reactants are: [Br:1][C:2]1[S:6][C:5]2[CH2:7][CH2:8][CH2:9][C:10]3([C:14](=[O:15])[NH:13][C:12](=O)[NH:11]3)[C:4]=2[CH:3]=1.COC1C=CC(P2(=S)SP(=S)(C3C=CC(OC)=CC=3)[S:26]2)=CC=1. (6) Given the product [CH2:11]([O:10][C:8](=[O:9])[CH2:7][CH:34]1[O:35][B:31]([OH:32])[C:20]2[CH:21]=[C:22]([O:24][CH:25]3[CH2:30][CH2:29][CH2:28][CH2:27][O:26]3)[CH:23]=[C:16]([CH2:15][O:14][CH3:13])[C:17]1=2)[CH3:12], predict the reactants needed to synthesize it. The reactants are: C[Si](Cl)(C)C.Br[CH2:7][C:8]([O:10][CH2:11][CH3:12])=[O:9].[CH3:13][O:14][CH2:15][C:16]1[CH:23]=[C:22]([O:24][CH:25]2[CH2:30][CH2:29][CH2:28][CH2:27][O:26]2)[CH:21]=[C:20]([B:31]2[O:35][C:34](C)(C)C(C)(C)[O:32]2)[C:17]=1C=O. (7) Given the product [C:1]([O:5][C:6]([N:8]1[CH2:12][CH2:11][CH:10]([C:13](=[O:15])[CH2:32][C:31]([O:30][CH2:28][CH3:29])=[O:36])[CH2:9]1)=[O:7])([CH3:2])([CH3:3])[CH3:4], predict the reactants needed to synthesize it. The reactants are: [C:1]([O:5][C:6]([N:8]1[CH2:12][CH2:11][CH:10]([C:13]([OH:15])=O)[CH2:9]1)=[O:7])([CH3:4])([CH3:3])[CH3:2].C(N1C=CN=C1)(N1C=CN=C1)=O.[CH2:28]([O:30][C:31](=[O:36])[CH2:32]C([O-])=O)[CH3:29].[K+].[Cl-].[Mg+2].[Cl-]. (8) Given the product [C:29]([NH:32][C:33]1[CH:41]=[CH:40][CH:39]=[C:38]2[C:34]=1[C:35]([S:21][C:22]1[CH:23]=[CH:24][C:25]([Cl:28])=[CH:26][CH:27]=1)=[C:36]([CH3:46])[N:37]2[CH2:42][C:43]([OH:45])=[O:44])(=[O:31])[CH3:30], predict the reactants needed to synthesize it. The reactants are: ClN1C(=O)N(Cl)C(=O)N(Cl)C1=O.[Cl:28][C:25]1[CH:26]=[CH:27][C:22]([S:21][S:21][C:22]2[CH:27]=[CH:26][C:25]([Cl:28])=[CH:24][CH:23]=2)=[CH:23][CH:24]=1.[C:29]([NH:32][C:33]1[CH:41]=[CH:40][CH:39]=[C:38]2[C:34]=1[CH:35]=[C:36]([CH3:46])[N:37]2[CH2:42][C:43]([OH:45])=[O:44])(=[O:31])[CH3:30].